From a dataset of Forward reaction prediction with 1.9M reactions from USPTO patents (1976-2016). Predict the product of the given reaction. Given the reactants CO[C:3](=[O:17])[C:4]1[CH:9]=[CH:8][CH:7]=[C:6]([C:10]2[C:11]([CH3:16])=[N:12][CH:13]=[CH:14][CH:15]=2)[CH:5]=1.[C:18]([C:21]1[CH:22]=C(B(O)O)C=C[CH:26]=1)(O)=O.BrC1C(C)=NC=CC=1.[O-]P([O-])([O-])=O.[K+].[K+].[K+].[O:46]=S(Cl)Cl.[O:50]1[CH2:55][CH2:54]OCC1, predict the reaction product. The product is: [C:21]([O:46][C:55](=[O:50])[CH2:54][C:3]([C:4]1[CH:9]=[CH:8][CH:7]=[C:6]([C:10]2[C:11]([CH3:16])=[N:12][CH:13]=[CH:14][CH:15]=2)[CH:5]=1)=[O:17])([CH3:18])([CH3:26])[CH3:22].